Dataset: NCI-60 drug combinations with 297,098 pairs across 59 cell lines. Task: Regression. Given two drug SMILES strings and cell line genomic features, predict the synergy score measuring deviation from expected non-interaction effect. (1) Drug 1: C1=NC2=C(N1)C(=S)N=C(N2)N. Drug 2: C(CC(=O)O)C(=O)CN.Cl. Cell line: IGROV1. Synergy scores: CSS=32.6, Synergy_ZIP=-4.82, Synergy_Bliss=2.25, Synergy_Loewe=-2.63, Synergy_HSA=2.80. (2) Drug 1: CNC(=O)C1=CC=CC=C1SC2=CC3=C(C=C2)C(=NN3)C=CC4=CC=CC=N4. Drug 2: CC1C(C(CC(O1)OC2CC(CC3=C2C(=C4C(=C3O)C(=O)C5=C(C4=O)C(=CC=C5)OC)O)(C(=O)CO)O)N)O.Cl. Cell line: SF-295. Synergy scores: CSS=34.8, Synergy_ZIP=-2.63, Synergy_Bliss=-1.05, Synergy_Loewe=-3.44, Synergy_HSA=1.05.